From a dataset of Catalyst prediction with 721,799 reactions and 888 catalyst types from USPTO. Predict which catalyst facilitates the given reaction. (1) Product: [CH3:14][C:15]1([CH3:24])[O:23][C@@H:22]([C:20]([OH:21])=[O:19])[C@@H:17]([CH2:18][S:11][C:2]2[CH:3]=[CH:4][C:5]3[C:10](=[CH:9][CH:8]=[CH:7][CH:6]=3)[CH:1]=2)[O:16]1. Reactant: [CH:1]1[C:10]2[C:5](=[CH:6][CH:7]=[CH:8][CH:9]=2)[CH:4]=[CH:3][C:2]=1[SH:11].[H-].[Na+].[CH3:14][C:15]1([CH3:24])[O:23][C@@H:22]2[C@@H:17]([CH2:18][O:19][C:20]2=[O:21])[O:16]1. The catalyst class is: 31. (2) Reactant: [Cl:1][C:2]1[CH:30]=[CH:29][CH:28]=[C:27]([CH:31]2[CH2:33][CH2:32]2)[C:3]=1[CH2:4][N:5]1[C:13]2[C:8](=[C:9]([F:14])[CH:10]=[CH:11][CH:12]=2)[C:7]([C:15]2[C:23]([F:24])=[CH:22][C:18]([C:19]([OH:21])=[O:20])=[C:17]([O:25]C)[CH:16]=2)=[N:6]1.B(Br)(Br)Br.C([O-])(O)=O.[Na+]. Product: [Cl:1][C:2]1[CH:30]=[CH:29][CH:28]=[C:27]([CH:31]2[CH2:33][CH2:32]2)[C:3]=1[CH2:4][N:5]1[C:13]2[C:8](=[C:9]([F:14])[CH:10]=[CH:11][CH:12]=2)[C:7]([C:15]2[C:23]([F:24])=[CH:22][C:18]([C:19]([OH:21])=[O:20])=[C:17]([OH:25])[CH:16]=2)=[N:6]1. The catalyst class is: 2. (3) Reactant: [NH2:1][C:2]([C:4]1[CH:5]=[C:6]([C:26]2[S:27][CH:28]=[CH:29][CH:30]=2)[CH:7]=[C:8]2[C:12]=1[NH:11][CH:10]=[C:9]2[CH:13]1[CH2:18][CH2:17][N:16](C(OC(C)(C)C)=O)[CH2:15][CH2:14]1)=[O:3]. Product: [NH:16]1[CH2:17][CH2:18][CH:13]([C:9]2[C:8]3[C:12](=[C:4]([C:2]([NH2:1])=[O:3])[CH:5]=[C:6]([C:26]4[S:27][CH:28]=[CH:29][CH:30]=4)[CH:7]=3)[NH:11][CH:10]=2)[CH2:14][CH2:15]1. The catalyst class is: 240.